Dataset: Full USPTO retrosynthesis dataset with 1.9M reactions from patents (1976-2016). Task: Predict the reactants needed to synthesize the given product. Given the product [CH:1]1([C:5]2[CH:14]=[C:13]([CH3:15])[C:12]([I:16])=[CH:11][C:6]=2[C:7]([O:9][CH3:10])=[O:8])[CH2:4][CH2:3][CH2:2]1, predict the reactants needed to synthesize it. The reactants are: [CH:1]1([C:5]2[CH:14]=[C:13]([CH3:15])[CH:12]=[CH:11][C:6]=2[C:7]([O:9][CH3:10])=[O:8])[CH2:4][CH2:3][CH2:2]1.[I:16]N1C(=O)CCC1=O.CO.